From a dataset of Retrosynthesis with 50K atom-mapped reactions and 10 reaction types from USPTO. Predict the reactants needed to synthesize the given product. (1) Given the product CN(C(=O)N(C)[C@@H]1CN(C(=O)C2CN(C(=O)c3ccccc3)C2)C[C@H]1c1ccc(F)cc1)c1cc(C(F)(F)F)cc(C(F)(F)F)c1, predict the reactants needed to synthesize it. The reactants are: CN(C(=O)N(C)[C@@H]1CN(C(=O)C2CNC2)C[C@H]1c1ccc(F)cc1)c1cc(C(F)(F)F)cc(C(F)(F)F)c1.O=C(Cl)c1ccccc1. (2) Given the product CC(C)c1ccc(Br)cc1, predict the reactants needed to synthesize it. The reactants are: C=C(C)c1ccc(Br)cc1. (3) The reactants are: CCOC(=O)C(C)(Cc1ccc(OCCNC(=O)c2ccc(-c3ccccn3)cc2)cc1)Oc1ccc(C(C)C)cc1. Given the product CC(C)c1ccc(OC(C)(Cc2ccc(OCCNC(=O)c3ccc(-c4ccccn4)cc3)cc2)C(=O)O)cc1, predict the reactants needed to synthesize it. (4) The reactants are: Fc1c(F)c(F)c(OC2(c3ccccc3)CCNCC2)c(F)c1F.O=CO. Given the product O=CN1CCC(Oc2c(F)c(F)c(F)c(F)c2F)(c2ccccc2)CC1, predict the reactants needed to synthesize it. (5) The reactants are: O=[N+]([O-])c1ccc(Oc2ccc3c(c2)CCC(c2ccccc2F)O3)nc1. Given the product Nc1ccc(Oc2ccc3c(c2)CCC(c2ccccc2F)O3)nc1, predict the reactants needed to synthesize it. (6) Given the product CCOC(=O)CCCn1c(Nc2cccc3c2OC(F)(F)O3)nc2c(Cl)ccc(C(CC)CC)c21, predict the reactants needed to synthesize it. The reactants are: CCOC(=O)CCCn1c(Cl)nc2c(Cl)ccc(C(CC)CC)c21.Nc1cccc2c1OC(F)(F)O2.